The task is: Predict the product of the given reaction.. This data is from Forward reaction prediction with 1.9M reactions from USPTO patents (1976-2016). (1) Given the reactants [CH2:1]([NH:4][S:5]([C:8]1[C:13]([Cl:14])=[CH:12][CH:11]=[C:10]([N+:15]([O-:17])=[O:16])[C:9]=1Cl)(=[O:7])=[O:6])[CH2:2][CH3:3].[H-].[Na+].[OH2:21], predict the reaction product. The product is: [CH2:1]([NH:4][S:5]([C:8]1[C:13]([Cl:14])=[CH:12][CH:11]=[C:10]([N+:15]([O-:17])=[O:16])[C:9]=1[OH:21])(=[O:7])=[O:6])[CH2:2][CH3:3]. (2) Given the reactants C[O:2][C:3](=[O:18])[C:4]1[CH:9]=[CH:8][CH:7]=[C:6]([O:10][C:11]2[N:12]=[N:13][C:14]([Cl:17])=[CH:15][CH:16]=2)[CH:5]=1.[OH-].[Na+], predict the reaction product. The product is: [Cl:17][C:14]1[N:13]=[N:12][C:11]([O:10][C:6]2[CH:5]=[C:4]([CH:9]=[CH:8][CH:7]=2)[C:3]([OH:18])=[O:2])=[CH:16][CH:15]=1. (3) Given the reactants Br[CH2:2][C:3]1[CH:4]=[CH:5][C:6]([C:9]2[CH:14]=[CH:13][C:12]([Br:15])=[C:11]([C:16]([F:19])([F:18])[F:17])[CH:10]=2)=[N:7][CH:8]=1.[F:20][C:21]1[C:26]([F:27])=[CH:25][CH:24]=[CH:23][C:22]=1[C:28]1[N:36]=[C:31]2[CH:32]=[N:33][NH:34][CH:35]=[C:30]2[N:29]=1, predict the reaction product. The product is: [Br:15][C:12]1[CH:13]=[CH:14][C:9]([C:6]2[N:7]=[CH:8][C:3]([CH2:2][N:33]3[CH:32]=[C:31]4[N:36]=[C:28]([C:22]5[CH:23]=[CH:24][CH:25]=[C:26]([F:27])[C:21]=5[F:20])[N:29]=[C:30]4[CH:35]=[N:34]3)=[CH:4][CH:5]=2)=[CH:10][C:11]=1[C:16]([F:19])([F:18])[F:17]. (4) Given the reactants [F:1][C:2]1[CH:10]=[CH:9][CH:8]=[C:7]([N+:11]([O-:13])=[O:12])[C:3]=1[C:4]([OH:6])=O.C(Cl)(=O)C(Cl)=O.C(N(CC)CC)C.[F:27][CH:28]([F:38])[CH2:29][O:30][C:31]1[CH:32]=[C:33]([CH:35]=[CH:36][CH:37]=1)[NH2:34].Cl, predict the reaction product. The product is: [F:27][CH:28]([F:38])[CH2:29][O:30][C:31]1[CH:32]=[C:33]([NH:34][C:4](=[O:6])[C:3]2[C:7]([N+:11]([O-:13])=[O:12])=[CH:8][CH:9]=[CH:10][C:2]=2[F:1])[CH:35]=[CH:36][CH:37]=1.